Dataset: Reaction yield outcomes from USPTO patents with 853,638 reactions. Task: Predict the reaction yield, written as a fraction of the theoretical maximum amount of product (1.0 means a 100% yield; for example, 0.34 means a 34% yield). (1) The reactants are [NH:1]1[CH:5]=[CH:4][N:3]=[CH:2]1.Cl[C:7]1[S:8][CH:9]=[CH:10][C:11]=1[N+:12]([O-:14])=[O:13]. The catalyst is C(O)C. The product is [N+:12]([C:11]1[CH:10]=[CH:9][S:8][C:7]=1[N:1]1[CH:5]=[CH:4][N:3]=[CH:2]1)([O-:14])=[O:13]. The yield is 0.450. (2) The reactants are [CH2:1]([O:3]/[CH:4]=[CH:5]/[C:6]1[C:11]([C:12]([O:14]CC)=O)=[N:10][CH:9]=[C:8]2[N:17]([CH2:20][C:21]3[CH:26]=[CH:25][C:24]([F:27])=[CH:23][CH:22]=3)[CH:18]=[CH:19][C:7]=12)[CH3:2].[NH2:28][OH:29].[OH-].[Na+].Cl. The catalyst is CO. The product is [CH2:1]([O:3]/[CH:4]=[CH:5]/[C:6]1[C:11]([C:12]([NH:28][OH:29])=[O:14])=[N:10][CH:9]=[C:8]2[N:17]([CH2:20][C:21]3[CH:22]=[CH:23][C:24]([F:27])=[CH:25][CH:26]=3)[CH:18]=[CH:19][C:7]=12)[CH3:2]. The yield is 0.620. (3) The catalyst is ClCCl. The yield is 0.360. The product is [Cl:1][C:2]1[CH:3]=[C:4]([C:12]2[S:16][C:15]([N:17]3[C:25]([CH3:26])=[C:20]4[CH2:21][N:22]([CH:31]([CH2:32][OH:33])[CH2:30][OH:29])[CH2:23][CH2:24][C:19]4=[N:18]3)=[N:14][N:13]=2)[CH:5]=[CH:6][C:7]=1[O:8][CH:9]([CH3:11])[CH3:10]. The reactants are [Cl:1][C:2]1[CH:3]=[C:4]([C:12]2[S:16][C:15]([N:17]3[C:25]([CH3:26])=[C:20]4[CH2:21][NH:22][CH2:23][CH2:24][C:19]4=[N:18]3)=[N:14][N:13]=2)[CH:5]=[CH:6][C:7]=1[O:8][CH:9]([CH3:11])[CH3:10].CC1(C)[O:33][CH2:32][C:31](=O)[CH2:30][O:29]1.C(O[BH-](OC(=O)C)OC(=O)C)(=O)C.[Na+]. (4) The reactants are F[C:2](F)(F)C(O)=O.[Cl:8][C:9]1[C:10]([F:46])=[C:11]([CH:15]2[C:19]([C:22]3[CH:27]=[CH:26][C:25]([Cl:28])=[CH:24][C:23]=3[F:29])([C:20]#[N:21])[CH:18]([CH2:30][C:31]([CH3:42])([C:33]([O:35]C3C=CC=CC=3)=[O:34])[CH3:32])[NH:17][CH:16]2[C:43]([OH:45])=O)[CH:12]=[CH:13][CH:14]=1.[CH3:47][C:48]1([CH3:56])[O:52][C@@H:51]([CH2:53][CH2:54][NH2:55])[CH2:50][O:49]1.CN(C(ON1N=NC2C=CC=NC1=2)=[N+](C)C)C.F[P-](F)(F)(F)(F)F.CCN(C(C)C)C(C)C. The catalyst is C(Cl)Cl. The product is [CH3:2][O:35][C:33](=[O:34])[C:31]([CH3:42])([CH3:32])[CH2:30][C@H:18]1[C@@:19]([C:22]2[CH:27]=[CH:26][C:25]([Cl:28])=[CH:24][C:23]=2[F:29])([C:20]#[N:21])[C@@H:15]([C:11]2[CH:12]=[CH:13][CH:14]=[C:9]([Cl:8])[C:10]=2[F:46])[C@H:16]([C:43](=[O:45])[NH:55][CH2:54][CH2:53][C@H:51]2[CH2:50][O:49][C:48]([CH3:56])([CH3:47])[O:52]2)[NH:17]1. The yield is 0.590.